This data is from Reaction yield outcomes from USPTO patents with 853,638 reactions. The task is: Predict the reaction yield, written as a fraction of the theoretical maximum amount of product (1.0 means a 100% yield; for example, 0.34 means a 34% yield). The reactants are [CH3:1][S:2][CH2:3][N:4]1[C:9](=[O:10])[N:8]2[CH:11]=[N:12][C:13]([C:14]([OH:16])=O)=[C:7]2[N:6]=[N:5]1.C(N=C=NCCCN(C)C)C.[C:28]([NH:36][NH2:37])(=[O:35])[C:29]1[CH:34]=[CH:33][CH:32]=[CH:31][CH:30]=1. The catalyst is C(#N)C. The product is [C:28]([NH:36][NH:37][C:14]([C:13]1[N:12]=[CH:11][N:8]2[C:9](=[O:10])[N:4]([CH2:3][S:2][CH3:1])[N:5]=[N:6][C:7]=12)=[O:16])(=[O:35])[C:29]1[CH:34]=[CH:33][CH:32]=[CH:31][CH:30]=1. The yield is 0.650.